This data is from Forward reaction prediction with 1.9M reactions from USPTO patents (1976-2016). The task is: Predict the product of the given reaction. (1) Given the reactants [Li+].[BH4-].[F:3][C:4]([F:49])([F:48])[C:5]1[CH:6]=[C:7]([CH:41]=[C:42]([C:44]([F:47])([F:46])[F:45])[CH:43]=1)[CH2:8][N:9]([C:31]1[N:32]=[N:33][N:34]([CH2:36][C:37](OC)=[O:38])[N:35]=1)[C@@H:10]1[C:19]2[C:14](=[CH:15][CH:16]=[C:17]([C:20]([F:23])([F:22])[F:21])[CH:18]=2)[N:13]([C:24]([O:26][CH2:27][CH3:28])=[O:25])[C@H:12]([CH2:29][CH3:30])[CH2:11]1, predict the reaction product. The product is: [F:46][C:44]([F:45])([F:47])[C:42]1[CH:41]=[C:7]([CH:6]=[C:5]([C:4]([F:49])([F:48])[F:3])[CH:43]=1)[CH2:8][N:9]([C:31]1[N:32]=[N:33][N:34]([CH2:36][CH2:37][OH:38])[N:35]=1)[C@@H:10]1[C:19]2[C:14](=[CH:15][CH:16]=[C:17]([C:20]([F:21])([F:22])[F:23])[CH:18]=2)[N:13]([C:24]([O:26][CH2:27][CH3:28])=[O:25])[C@H:12]([CH2:29][CH3:30])[CH2:11]1. (2) Given the reactants [CH:1]1([N:6]2[C:10]3[N:11]=[C:12]([NH2:15])[N:13]=[CH:14][C:9]=3[C:8]3[CH:16]=[CH:17][N:18]=[C:19]([F:20])[C:7]2=3)[CH2:5][CH2:4][CH2:3][CH2:2]1.[Si:21]([O:28][CH2:29][C@H:30]1[CH2:35][N:34]([C:36]2[CH:37]=[N:38][C:39](Cl)=[CH:40][CH:41]=2)[CH2:33][CH2:32][N:31]1[C:43]([O:45][C:46]([CH3:49])([CH3:48])[CH3:47])=[O:44])([C:24]([CH3:27])([CH3:26])[CH3:25])([CH3:23])[CH3:22].C1(P(C2C=CC=CC=2)C2C3OC4C(=CC=CC=4P(C4C=CC=CC=4)C4C=CC=CC=4)C(C)(C)C=3C=CC=2)C=CC=CC=1.CC(C)([O-])C.[Na+], predict the reaction product. The product is: [Si:21]([O:28][CH2:29][C@H:30]1[CH2:35][N:34]([C:36]2[CH:37]=[N:38][C:39]([NH:15][C:12]3[N:13]=[CH:14][C:9]4[C:8]5[CH:16]=[CH:17][N:18]=[C:19]([F:20])[C:7]=5[N:6]([CH:1]5[CH2:2][CH2:3][CH2:4][CH2:5]5)[C:10]=4[N:11]=3)=[CH:40][CH:41]=2)[CH2:33][CH2:32][N:31]1[C:43]([O:45][C:46]([CH3:49])([CH3:48])[CH3:47])=[O:44])([C:24]([CH3:27])([CH3:26])[CH3:25])([CH3:23])[CH3:22]. (3) Given the reactants Cl[C:2]1[CH:3]=[CH:4][C:5]([N+:15]([O-:17])=[O:16])=[C:6]([N:8]2[CH2:13][CH2:12][CH:11]([F:14])[CH2:10][CH2:9]2)[CH:7]=1.[CH3:18][N:19]1[CH2:24][CH2:23][NH:22][CH2:21][CH2:20]1, predict the reaction product. The product is: [F:14][CH:11]1[CH2:12][CH2:13][N:8]([C:6]2[CH:7]=[C:2]([N:22]3[CH2:23][CH2:24][N:19]([CH3:18])[CH2:20][CH2:21]3)[CH:3]=[CH:4][C:5]=2[N+:15]([O-:17])=[O:16])[CH2:9][CH2:10]1. (4) Given the reactants Br[C:2]1[CH:33]=[CH:32][C:5]([CH2:6][N:7]2[C:15]3[C:10](=[CH:11][C:12]([CH:16]=[C:17]4[S:21][C:20]([N:22]5[CH2:27][CH2:26][N:25]([CH2:28][CH2:29][OH:30])[CH2:24][CH2:23]5)=[N:19][C:18]4=[O:31])=[CH:13][CH:14]=3)[CH:9]=[N:8]2)=[C:4]([C:34]([F:37])([F:36])[F:35])[CH:3]=1.[CH:38]1(B(O)O)[CH2:40][CH2:39]1, predict the reaction product. The product is: [CH:38]1([C:2]2[CH:33]=[CH:32][C:5]([CH2:6][N:7]3[C:15]4[C:10](=[CH:11][C:12]([CH:16]=[C:17]5[S:21][C:20]([N:22]6[CH2:23][CH2:24][N:25]([CH2:28][CH2:29][OH:30])[CH2:26][CH2:27]6)=[N:19][C:18]5=[O:31])=[CH:13][CH:14]=4)[CH:9]=[N:8]3)=[C:4]([C:34]([F:35])([F:37])[F:36])[CH:3]=2)[CH2:40][CH2:39]1.